From a dataset of Full USPTO retrosynthesis dataset with 1.9M reactions from patents (1976-2016). Predict the reactants needed to synthesize the given product. (1) The reactants are: C([Li])CCC.C([Mg]Cl)(C)C.Br[C:12]1[N:17]=[CH:16][C:15]([N:18]([CH2:28][C:29]2[CH:34]=[CH:33][C:32]([O:35][CH3:36])=[CH:31][CH:30]=2)[CH2:19][C:20]2[CH:25]=[CH:24][C:23]([O:26][CH3:27])=[CH:22][CH:21]=2)=[CH:14][CH:13]=1.Cl[C:38]1[C:39]2[CH2:52][CH2:51][N:50]([C:53]3[CH:58]=[CH:57][N:56]=[CH:55][CH:54]=3)[C:40]=2[N:41]=[C:42]([N:44]2[CH2:49][CH2:48][O:47][CH2:46][CH2:45]2)[N:43]=1. Given the product [CH3:27][O:26][C:23]1[CH:24]=[CH:25][C:20]([CH2:19][N:18]([CH2:28][C:29]2[CH:34]=[CH:33][C:32]([O:35][CH3:36])=[CH:31][CH:30]=2)[C:15]2[CH:16]=[N:17][C:12]([C:38]3[C:39]4[CH2:52][CH2:51][N:50]([C:53]5[CH:54]=[CH:55][N:56]=[CH:57][CH:58]=5)[C:40]=4[N:41]=[C:42]([N:44]4[CH2:45][CH2:46][O:47][CH2:48][CH2:49]4)[N:43]=3)=[CH:13][CH:14]=2)=[CH:21][CH:22]=1, predict the reactants needed to synthesize it. (2) Given the product [C:23]1([C:29]([C:9]2[CH:10]=[C:5]([C:1]([CH3:4])([CH3:2])[CH3:3])[CH:6]=[CH:7][C:8]=2[OH:11])([C:31]2[CH:32]=[CH:33][CH:34]=[CH:35][CH:36]=2)[CH3:30])[CH:28]=[CH:27][CH:26]=[CH:25][CH:24]=1, predict the reactants needed to synthesize it. The reactants are: [C:1]([C:5]1[CH:10]=[CH:9][C:8]([OH:11])=[CH:7][CH:6]=1)([CH3:4])([CH3:3])[CH3:2].C1(C)C=CC(S(O)(=O)=O)=CC=1.[C:23]1([C:29]([C:31]2[CH:36]=[CH:35][CH:34]=[CH:33][CH:32]=2)=[CH2:30])[CH:28]=[CH:27][CH:26]=[CH:25][CH:24]=1. (3) Given the product [F:1][C:2]1[CH:3]=[CH:4][C:5]([CH3:40])=[C:6]([CH:39]=1)[O:7][C:8]1[C:17]([C:16]([NH:15][CH2:19][C:20]2[CH:21]=[CH:22][C:23]([O:26][CH3:27])=[CH:24][CH:25]=2)=[O:18])=[C:12]([NH:13][C:29]2[CH:34]=[CH:33][C:32]([I:35])=[CH:31][C:30]=2[F:36])[N:11]([CH3:37])[C:10](=[O:38])[CH:9]=1, predict the reactants needed to synthesize it. The reactants are: [F:1][C:2]1[CH:3]=[CH:4][C:5]([CH3:40])=[C:6]([CH:39]=1)[O:7][C:8]1[C:17]2[C:16](=[O:18])[N:15]([CH2:19][C:20]3[CH:25]=[CH:24][C:23]([O:26][CH3:27])=[CH:22][CH:21]=3)C(=O)[N:13]([C:29]3[CH:34]=[CH:33][C:32]([I:35])=[CH:31][C:30]=3[F:36])[C:12]=2[N:11]([CH3:37])[C:10](=[O:38])[CH:9]=1.[OH-].[Li+].C(OCC)(=O)C. (4) Given the product [C:27]([CH:31]1[CH2:32][CH2:33][CH:34]([NH:37][C:17]([C:16]2[CH:20]=[CH:21][C:13]([O:12][C:11]3[CH:10]=[C:9]4[C:4]([CH:5]([C:22]([O:24][CH2:25][CH3:26])=[O:23])[CH2:6][CH2:7][O:8]4)=[CH:3][C:2]=3[Cl:1])=[CH:14][CH:15]=2)=[O:19])[CH2:35][CH2:36]1)([CH3:30])([CH3:28])[CH3:29], predict the reactants needed to synthesize it. The reactants are: [Cl:1][C:2]1[CH:3]=[C:4]2[C:9](=[CH:10][C:11]=1[O:12][C:13]1[CH:21]=[CH:20][C:16]([C:17]([OH:19])=O)=[CH:15][CH:14]=1)[O:8][CH2:7][CH2:6][CH:5]2[C:22]([O:24][CH2:25][CH3:26])=[O:23].[C:27]([CH:31]1[CH2:36][CH2:35][CH:34]([NH2:37])[CH2:33][CH2:32]1)([CH3:30])([CH3:29])[CH3:28].Cl.C(N=C=NCCCN(C)C)C. (5) The reactants are: [CH2:1]([O:8][C:9]1[CH:17]=[C:16]([C:18]([F:21])([F:20])[F:19])[CH:15]=[C:14]([O:22][CH3:23])[C:10]=1[C:11]([OH:13])=[O:12])[C:2]1[CH:7]=[CH:6][CH:5]=[CH:4][CH:3]=1.[C:24](=O)([O-])[O-].[K+].[K+].CI.O. Given the product [CH3:24][O:12][C:11](=[O:13])[C:10]1[C:14]([O:22][CH3:23])=[CH:15][C:16]([C:18]([F:19])([F:20])[F:21])=[CH:17][C:9]=1[O:8][CH2:1][C:2]1[CH:3]=[CH:4][CH:5]=[CH:6][CH:7]=1, predict the reactants needed to synthesize it.